Dataset: Forward reaction prediction with 1.9M reactions from USPTO patents (1976-2016). Task: Predict the product of the given reaction. (1) Given the reactants [CH3:1][C:2]([CH2:4][CH2:5][C:6]1[CH:7]=[CH:8][C:9]2[CH:10]=[C:11]([O:16][CH3:17])[CH:12]=[CH:13][C:14]=2[CH:15]=1)=[O:3].[CH:18]1[C:27]2[C:22](=[CH:23][CH:24]=[CH:25][CH:26]=2)[CH:21]=[C:20]([OH:28])[C:19]=1[OH:29], predict the reaction product. The product is: [CH:21]1[C:22]2[C:27](=[CH:26][CH:25]=[CH:24][CH:23]=2)[CH:18]=[C:19]([OH:29])[C:20]=1[OH:28].[CH3:1][C:2]([CH2:4][CH2:5][C:6]1[CH:7]=[CH:8][C:9]2[CH:10]=[C:11]([O:16][CH3:17])[CH:12]=[CH:13][C:14]=2[CH:15]=1)=[O:3].[CH:13]1[C:14]2[C:9](=[CH:8][CH:7]=[CH:6][CH:15]=2)[CH:10]=[C:11]([OH:16])[C:12]=1[OH:28]. (2) Given the reactants [Cl:1][C:2]1[CH:24]=[CH:23][CH:22]=[C:21]([Cl:25])[C:3]=1[CH2:4][CH:5]1[CH2:9][CH2:8][N:7]([CH:10]2[CH2:19][CH2:18][C:13]3(OCC[O:14]3)[CH2:12][CH2:11]2)[C:6]1=[O:20].Cl.C(=O)([O-])O.[Na+], predict the reaction product. The product is: [Cl:1][C:2]1[CH:24]=[CH:23][CH:22]=[C:21]([Cl:25])[C:3]=1[CH2:4][CH:5]1[CH2:9][CH2:8][N:7]([CH:10]2[CH2:11][CH2:12][C:13](=[O:14])[CH2:18][CH2:19]2)[C:6]1=[O:20]. (3) Given the reactants [Cl:1][C:2]1[CH:7]=[C:6]2[N:8]([CH2:33][O:34]CC[Si](C)(C)C)[C:9](=[O:32])[C@:10]3([C@@H:15]([C:16]4[CH:21]=[CH:20][CH:19]=[C:18]([Cl:22])[CH:17]=4)[CH2:14][C@H:13]([CH2:23][C:24]([OH:26])=[O:25])[C:12](=[O:27])[N:11]3[CH2:28][CH:29]3[CH2:31][CH2:30]3)[C:5]2=[CH:4][CH:3]=1.C(O)(C(F)(F)F)=O, predict the reaction product. The product is: [Cl:1][C:2]1[CH:7]=[C:6]2[N:8]([CH2:33][OH:34])[C:9](=[O:32])[C@:10]3([C@@H:15]([C:16]4[CH:21]=[CH:20][CH:19]=[C:18]([Cl:22])[CH:17]=4)[CH2:14][C@H:13]([CH2:23][C:24]([OH:26])=[O:25])[C:12](=[O:27])[N:11]3[CH2:28][CH:29]3[CH2:30][CH2:31]3)[C:5]2=[CH:4][CH:3]=1. (4) Given the reactants [Br:1]N1C(=O)CCC1=O.[CH3:9][O:10][CH2:11][CH2:12][CH2:13][O:14][C:15]1[C:23]2[O:22][CH:21]=[CH:20][C:19]=2[CH:18]=[C:17]([CH2:24][OH:25])[CH:16]=1, predict the reaction product. The product is: [Br:1][C:18]1[C:19]2[CH:20]=[CH:21][O:22][C:23]=2[C:15]([O:14][CH2:13][CH2:12][CH2:11][O:10][CH3:9])=[CH:16][C:17]=1[CH2:24][OH:25]. (5) Given the reactants [Cl:1][C:2]1[CH:3]=[C:4]([C:24]2[N:28]=[C:27]([C:29](OCC)=[O:30])[O:26][N:25]=2)[CH:5]=[CH:6][C:7]=1[O:8][C:9]1[CH:14]=[CH:13][CH:12]=[C:11]([C:15](=[O:23])[NH:16][C:17]2[CH:21]=[CH:20][N:19]([CH3:22])[N:18]=2)[CH:10]=1.C(O)C.[BH4-].[Na+].Cl, predict the reaction product. The product is: [Cl:1][C:2]1[CH:3]=[C:4]([C:24]2[N:28]=[C:27]([CH2:29][OH:30])[O:26][N:25]=2)[CH:5]=[CH:6][C:7]=1[O:8][C:9]1[CH:10]=[C:11]([CH:12]=[CH:13][CH:14]=1)[C:15]([NH:16][C:17]1[CH:21]=[CH:20][N:19]([CH3:22])[N:18]=1)=[O:23].